Dataset: Catalyst prediction with 721,799 reactions and 888 catalyst types from USPTO. Task: Predict which catalyst facilitates the given reaction. (1) Reactant: C(OC(=O)C)(=O)C.CS(C)=O.[Cl:12][C:13]1[CH:18]=[CH:17][C:16]([CH:19]([OH:37])[C:20]([NH:29][C:30](=[O:36])[O:31][C:32]([CH3:35])([CH3:34])[CH3:33])([C:22]2[CH:23]=[N:24][C:25]([Cl:28])=[CH:26][CH:27]=2)[CH3:21])=[CH:15][C:14]=1[F:38]. Product: [Cl:12][C:13]1[CH:18]=[CH:17][C:16]([C:19](=[O:37])[C:20]([NH:29][C:30](=[O:36])[O:31][C:32]([CH3:33])([CH3:34])[CH3:35])([C:22]2[CH:23]=[N:24][C:25]([Cl:28])=[CH:26][CH:27]=2)[CH3:21])=[CH:15][C:14]=1[F:38]. The catalyst class is: 13. (2) Reactant: [N:1]1([C:7]2[CH:17]=[CH:16][C:10]([C:11]([O:13][CH2:14][CH3:15])=[O:12])=[CH:9][CH:8]=2)[CH2:6][CH2:5][NH:4][CH2:3][CH2:2]1.[Br:18][C:19]1[CH:26]=[CH:25][CH:24]=[CH:23][C:20]=1[CH2:21]Br.C(N(C(C)C)CC)(C)C. Product: [Br:18][C:19]1[CH:26]=[CH:25][CH:24]=[CH:23][C:20]=1[CH2:21][N:4]1[CH2:3][CH2:2][N:1]([C:7]2[CH:8]=[CH:9][C:10]([C:11]([O:13][CH2:14][CH3:15])=[O:12])=[CH:16][CH:17]=2)[CH2:6][CH2:5]1. The catalyst class is: 10. (3) Reactant: Br[C:2]1[CH:3]=[N:4][CH:5]=[CH:6][C:7]=1[NH:8][C:9](=[O:12])OC.O[C@H]1C[NH:17][C@H:16]([C:19](O)=O)[CH2:15]1.[O-]P([O-])([O-])=O.[K+].[K+].[K+].C(N)(C)C. Product: [CH:16]([N:17]1[C:2]2[CH:3]=[N:4][CH:5]=[CH:6][C:7]=2[NH:8][C:9]1=[O:12])([CH3:19])[CH3:15]. The catalyst class is: 419. (4) The catalyst class is: 83. Product: [F:3][C:4]([F:33])([F:34])[O:5][C:6]1[CH:7]=[CH:8][C:9]([C:12]2[CH:17]=[CH:16][C:15]([N:18]3[CH2:19][CH2:20][N:21]([C:24]([O:26][CH2:27][C:28]([NH:2][CH3:1])=[O:30])=[O:25])[CH2:22][CH2:23]3)=[CH:14][CH:13]=2)=[CH:10][CH:11]=1. Reactant: [CH3:1][NH2:2].[F:3][C:4]([F:34])([F:33])[O:5][C:6]1[CH:11]=[CH:10][C:9]([C:12]2[CH:17]=[CH:16][C:15]([N:18]3[CH2:23][CH2:22][N:21]([C:24]([O:26][CH2:27][C:28]([O:30]CC)=O)=[O:25])[CH2:20][CH2:19]3)=[CH:14][CH:13]=2)=[CH:8][CH:7]=1.